Dataset: Forward reaction prediction with 1.9M reactions from USPTO patents (1976-2016). Task: Predict the product of the given reaction. (1) Given the reactants [N+:1]([C:4]1[O:8][C:7]([C:9](Cl)=[O:10])=[CH:6][CH:5]=1)([O-:3])=[O:2].[N:12]1[CH:17]=[CH:16][CH:15]=[CH:14][C:13]=1[N:18]1[CH2:23][CH2:22][N:21]([C:24]2[CH:29]=[CH:28][C:27]([NH2:30])=[CH:26][CH:25]=2)[CH2:20][CH2:19]1.CCN(CC)CC, predict the reaction product. The product is: [N:12]1[CH:17]=[CH:16][CH:15]=[CH:14][C:13]=1[N:18]1[CH2:23][CH2:22][N:21]([C:24]2[CH:25]=[CH:26][C:27]([NH:30][C:9]([C:7]3[O:8][C:4]([N+:1]([O-:3])=[O:2])=[CH:5][CH:6]=3)=[O:10])=[CH:28][CH:29]=2)[CH2:20][CH2:19]1. (2) Given the reactants [Br:1][C:2]1[CH:7]=[CH:6][C:5]([CH2:8][C:9](=O)[CH3:10])=[CH:4][CH:3]=1.[NH:12]1[CH2:17][CH2:16][O:15][CH2:14][CH2:13]1, predict the reaction product. The product is: [Br:1][C:2]1[CH:7]=[CH:6][C:5]([CH2:8][CH:9]([N:12]2[CH2:17][CH2:16][O:15][CH2:14][CH2:13]2)[CH3:10])=[CH:4][CH:3]=1. (3) Given the reactants [Cl:1][C:2]1[CH:3]=[C:4]([C:12]2[O:16][N:15]=[C:14]([C:17]3[CH:18]=[CH:19][CH:20]=[C:21]4[C:25]=3[N:24]([CH3:26])[CH:23]=[C:22]4[CH2:27][CH2:28][N:29]3[CH2:34][CH2:33][CH:32]([C:35]([O:37]CC)=[O:36])[CH2:31][CH2:30]3)[N:13]=2)[CH:5]=[CH:6][C:7]=1[O:8][CH:9]([CH3:11])[CH3:10].[OH-].[Na+].Cl, predict the reaction product. The product is: [Cl:1][C:2]1[CH:3]=[C:4]([C:12]2[O:16][N:15]=[C:14]([C:17]3[CH:18]=[CH:19][CH:20]=[C:21]4[C:25]=3[N:24]([CH3:26])[CH:23]=[C:22]4[CH2:27][CH2:28][N:29]3[CH2:34][CH2:33][CH:32]([C:35]([OH:37])=[O:36])[CH2:31][CH2:30]3)[N:13]=2)[CH:5]=[CH:6][C:7]=1[O:8][CH:9]([CH3:10])[CH3:11]. (4) Given the reactants [C:1]1([CH:7]=[CH:8][C:9]([C:11]2[CH:16]=[CH:15][CH:14]=[CH:13][CH:12]=2)=[O:10])[CH:6]=[CH:5][CH:4]=[CH:3][CH:2]=1.C1(S(NN)(=O)=[O:24])C=CC=CC=1.CN([CH:31]=[O:32])C, predict the reaction product. The product is: [O:10]=[C:9]([C:11]1[CH:16]=[CH:15][CH:14]=[CH:13][CH:12]=1)[CH2:8][CH2:7][C:1]1[CH:2]=[CH:3][C:4]([C:31]([OH:32])=[O:24])=[CH:5][CH:6]=1. (5) Given the reactants C[Si]([C:5]#[C:6][C:7]1[CH:12]=[CH:11][N:10]=[C:9]([NH2:13])[CH:8]=1)(C)C.[C:14]([N:22]=C=O)(=[O:21])C1C=CC=CC=1.C(=O)([O-])[O-].[K+].[K+], predict the reaction product. The product is: [C:6]([C:7]1[CH:12]=[CH:11][N:10]=[C:9]([NH:13][C:14]([NH2:22])=[O:21])[CH:8]=1)#[CH:5]. (6) The product is: [Cl:19][C:17]1[CH:16]=[CH:15][C:14]([O:20][CH2:21][C:22]2[CH:27]=[CH:26][CH:25]=[CH:24][CH:23]=2)=[C:13]([C:8]2[CH:9]=[CH:10][CH:11]=[CH:12][C:7]=2[B:28]([OH:33])[OH:29])[CH:18]=1. Given the reactants C([Li])CCC.Br[C:7]1[CH:12]=[CH:11][CH:10]=[CH:9][C:8]=1[C:13]1[CH:18]=[C:17]([Cl:19])[CH:16]=[CH:15][C:14]=1[O:20][CH2:21][C:22]1[CH:27]=[CH:26][CH:25]=[CH:24][CH:23]=1.[B:28](OC(C)C)([O:33]C(C)C)[O:29]C(C)C.Cl, predict the reaction product. (7) The product is: [C:23]([O:27][C:28]([N:30]1[CH2:31][CH:32]([OH:33])[CH:34]([C:2]2[CH:7]=[CH:6][C:5]([Br:8])=[CH:4][CH:3]=2)[CH2:35]1)=[O:29])([CH3:26])([CH3:24])[CH3:25]. Given the reactants Br[C:2]1[CH:7]=[CH:6][C:5]([Br:8])=[CH:4][CH:3]=1.C([Li])CCC.B(F)(F)F.CCOCC.[C:23]([O:27][C:28]([N:30]1[CH2:35][C@H:34]2[C@H:32]([O:33]2)[CH2:31]1)=[O:29])([CH3:26])([CH3:25])[CH3:24], predict the reaction product. (8) Given the reactants [CH:1]1([C:5]2[C:12]([C:13]3[NH:17][C:16]([O:18][CH3:19])=[N:15][N:14]=3)=[CH:11][C:8]([C:9]#[N:10])=[C:7]([CH3:20])[CH:6]=2)[CH2:4][CH2:3][CH2:2]1.[NH4+].[OH-:22].OO, predict the reaction product. The product is: [CH:1]1([C:5]2[C:12]([C:13]3[NH:17][C:16]([O:18][CH3:19])=[N:15][N:14]=3)=[CH:11][C:8]([C:9]([NH2:10])=[O:22])=[C:7]([CH3:20])[CH:6]=2)[CH2:2][CH2:3][CH2:4]1. (9) Given the reactants [H-].[Na+].[NH:3]1[CH:7]=[N:6][CH:5]=[N:4]1.Br[CH2:9][C:10]([C:13]1[CH:18]=[C:17]([C:19]2[CH:24]=[CH:23][C:22]([Cl:25])=[CH:21][CH:20]=2)[CH:16]=[CH:15][C:14]=1[Cl:26])([OH:12])[CH3:11].O, predict the reaction product. The product is: [Cl:26][C:14]1[CH:15]=[CH:16][C:17]([C:19]2[CH:20]=[CH:21][C:22]([Cl:25])=[CH:23][CH:24]=2)=[CH:18][C:13]=1[C:10]([OH:12])([CH3:9])[CH2:11][N:3]1[CH:7]=[N:6][CH:5]=[N:4]1. (10) Given the reactants [F:1][C:2]1[CH:25]=[CH:24][CH:23]=[C:22]([F:26])[C:3]=1[C:4]([NH:6][C:7](=[O:21])[N:8]([C:10]1[CH:15]=[CH:14][C:13]([S:16][CH2:17][C:18]#[CH:19])=[CH:12][C:11]=1[F:20])[CH3:9])=[O:5].[OH-].[Na+].[CH3:29]I.[Cl-].[NH4+], predict the reaction product. The product is: [F:1][C:2]1[CH:25]=[CH:24][CH:23]=[C:22]([F:26])[C:3]=1[C:4]([N:6]([CH3:29])[C:7]([N:8]([C:10]1[CH:15]=[CH:14][C:13]([S:16][CH2:17][C:18]#[CH:19])=[CH:12][C:11]=1[F:20])[CH3:9])=[O:21])=[O:5].